Dataset: Forward reaction prediction with 1.9M reactions from USPTO patents (1976-2016). Task: Predict the product of the given reaction. Given the reactants [N:1]1[N:5]2[C:6]3[CH2:13][CH2:12][N:11]([C:14]4[CH:15]=[C:16]([NH:20]C(=O)OC(C)(C)C)[CH:17]=[CH:18][CH:19]=4)[CH2:10][C:7]=3[CH:8]=[N:9][C:4]2=[CH:3][CH:2]=1.C(O)(C(F)(F)F)=O, predict the reaction product. The product is: [N:1]1[N:5]2[C:6]3[CH2:13][CH2:12][N:11]([C:14]4[CH:15]=[C:16]([NH2:20])[CH:17]=[CH:18][CH:19]=4)[CH2:10][C:7]=3[CH:8]=[N:9][C:4]2=[CH:3][CH:2]=1.